Task: Predict the reactants needed to synthesize the given product.. Dataset: Full USPTO retrosynthesis dataset with 1.9M reactions from patents (1976-2016) Given the product [Br:1][C:2]1[CH:7]=[CH:6][C:5]([S:8]([NH:19][CH2:20][CH2:21][CH2:22][OH:23])(=[O:10])=[O:9])=[CH:4][CH:3]=1, predict the reactants needed to synthesize it. The reactants are: [Br:1][C:2]1[CH:7]=[CH:6][C:5]([S:8](Cl)(=[O:10])=[O:9])=[CH:4][CH:3]=1.C(N(CC)CC)C.[NH2:19][CH2:20][CH2:21][CH2:22][OH:23].